Dataset: Forward reaction prediction with 1.9M reactions from USPTO patents (1976-2016). Task: Predict the product of the given reaction. (1) Given the reactants [CH2:1]([O:8][C:9]1[CH:14]=[CH:13][CH:12]=[CH:11][C:10]=1[C:15]1[NH:20][C:19](=[O:21])[C:18]([C:22]#[N:23])=[C:17]([S:24]([CH3:26])=[O:25])[CH:16]=1)[C:2]1[CH:7]=[CH:6][CH:5]=[CH:4][CH:3]=1.Br[CH2:28][C:29]([NH2:31])=[O:30].C([O-])([O-])=O.[K+].[K+].O, predict the reaction product. The product is: [CH2:1]([O:8][C:9]1[CH:14]=[CH:13][CH:12]=[CH:11][C:10]=1[C:15]1[N:20]=[C:19]([O:21][CH2:28][C:29]([NH2:31])=[O:30])[C:18]([C:22]#[N:23])=[C:17]([S:24]([CH3:26])=[O:25])[CH:16]=1)[C:2]1[CH:7]=[CH:6][CH:5]=[CH:4][CH:3]=1. (2) Given the reactants [C:1]([OH:7])([C:3]([F:6])([F:5])[F:4])=[O:2].[NH:8]1[CH2:13][CH2:12][CH:11]([CH:14]2[C:27]3[CH:26]=[CH:25][CH:24]=[C:23]([OH:28])[C:22]=3[O:21][C:20]3[C:15]2=[CH:16][CH:17]=[C:18]([C:29]2[CH:30]=[N:31][CH:32]=[CH:33][CH:34]=2)[CH:19]=3)[CH2:10][CH2:9]1.N1CC[CH:38](C2C3C=CC(C4C=CC=CC=4NC(=O)C)=CC=3OC3C2=CC=CC=3)[CH2:37][CH2:36]1, predict the reaction product. The product is: [CH2:38]([N:8]1[CH2:9][CH2:10][CH:11]([CH:14]2[C:27]3[CH:26]=[CH:25][CH:24]=[C:23]([OH:28])[C:22]=3[O:21][C:20]3[C:15]2=[CH:16][CH:17]=[C:18]([C:29]2[CH:30]=[N:31][CH:32]=[CH:33][CH:34]=2)[CH:19]=3)[CH2:12][CH2:13]1)[CH:37]=[CH2:36].[C:1]([OH:7])([C:3]([F:6])([F:5])[F:4])=[O:2]. (3) Given the reactants C([Li])CCC.[C:6]1([S:12]([OH:15])(=[O:14])=[O:13])[CH:11]=[CH:10][CH:9]=[CH:8][CH:7]=1.Cl[P:17]([CH:24]1[CH2:29][CH2:28][CH2:27][CH2:26][CH2:25]1)[CH:18]1[CH2:23][CH2:22][CH2:21][CH2:20][CH2:19]1.FC(F)(F)C(O)=O, predict the reaction product. The product is: [CH:24]1([P:17]([CH:18]2[CH2:19][CH2:20][CH2:21][CH2:22][CH2:23]2)[C:7]2[CH:8]=[CH:9][CH:10]=[CH:11][C:6]=2[S:12]([OH:15])(=[O:14])=[O:13])[CH2:25][CH2:26][CH2:27][CH2:28][CH2:29]1.